This data is from NCI-60 drug combinations with 297,098 pairs across 59 cell lines. The task is: Regression. Given two drug SMILES strings and cell line genomic features, predict the synergy score measuring deviation from expected non-interaction effect. (1) Drug 2: CC12CCC3C(C1CCC2OP(=O)(O)O)CCC4=C3C=CC(=C4)OC(=O)N(CCCl)CCCl.[Na+]. Cell line: U251. Synergy scores: CSS=-4.13, Synergy_ZIP=-2.09, Synergy_Bliss=-6.24, Synergy_Loewe=-6.28, Synergy_HSA=-6.16. Drug 1: CC(C1=C(C=CC(=C1Cl)F)Cl)OC2=C(N=CC(=C2)C3=CN(N=C3)C4CCNCC4)N. (2) Drug 1: CN(C)N=NC1=C(NC=N1)C(=O)N. Drug 2: C1CCC(C(C1)N)N.C(=O)(C(=O)[O-])[O-].[Pt+4]. Cell line: PC-3. Synergy scores: CSS=26.9, Synergy_ZIP=13.2, Synergy_Bliss=16.6, Synergy_Loewe=16.1, Synergy_HSA=16.8. (3) Drug 1: COC1=CC(=CC(=C1O)OC)C2C3C(COC3=O)C(C4=CC5=C(C=C24)OCO5)OC6C(C(C7C(O6)COC(O7)C8=CC=CS8)O)O. Drug 2: COC1=C2C(=CC3=C1OC=C3)C=CC(=O)O2. Cell line: HOP-92. Synergy scores: CSS=42.1, Synergy_ZIP=3.36, Synergy_Bliss=4.71, Synergy_Loewe=-34.1, Synergy_HSA=2.74. (4) Drug 1: CC1=CC2C(CCC3(C2CCC3(C(=O)C)OC(=O)C)C)C4(C1=CC(=O)CC4)C. Drug 2: C1C(C(OC1N2C=NC(=NC2=O)N)CO)O. Cell line: NCI/ADR-RES. Synergy scores: CSS=0.0715, Synergy_ZIP=-2.50, Synergy_Bliss=-5.68, Synergy_Loewe=-8.92, Synergy_HSA=-5.77.